From a dataset of Forward reaction prediction with 1.9M reactions from USPTO patents (1976-2016). Predict the product of the given reaction. (1) Given the reactants [Cl:1][C:2]1[N:7]=[C:6]([NH:8][C@@H:9]2[CH2:14][CH2:13][CH2:12][N:11](C(OC(C)(C)C)=O)[CH2:10]2)[C:5]([F:22])=[CH:4][N:3]=1.C(O)(C(F)(F)F)=O, predict the reaction product. The product is: [Cl:1][C:2]1[N:7]=[C:6]([NH:8][C@@H:9]2[CH2:14][CH2:13][CH2:12][NH:11][CH2:10]2)[C:5]([F:22])=[CH:4][N:3]=1. (2) Given the reactants [Si:1]([O:8][CH2:9][C@@H:10]1[C@:15]([C@H:17]2[CH2:25][CH2:24][C@@:23]3([CH3:26])[C@@H:19]([CH2:20][CH2:21][C:22]3=[CH2:27])[C@@H:18]2[CH2:28][O:29][Si:30]([C:33]([CH3:36])([CH3:35])[CH3:34])([CH3:32])[CH3:31])([CH3:16])[CH2:14][CH2:13][C@H:12]([OH:37])[CH2:11]1)([C:4]([CH3:7])([CH3:6])[CH3:5])([CH3:3])[CH3:2].N1C=CN=C1.[CH3:43][C:44]([Si:47](Cl)([C:54]1[CH:59]=[CH:58][CH:57]=[CH:56][CH:55]=1)[C:48]1[CH:53]=[CH:52][CH:51]=[CH:50][CH:49]=1)([CH3:46])[CH3:45], predict the reaction product. The product is: [C:44]([Si:47]([O:37][C@H:12]1[CH2:13][CH2:14][C@@:15]([C@H:17]2[CH2:25][CH2:24][C@@:23]3([CH3:26])[C@@H:19]([CH2:20][CH2:21][C:22]3=[CH2:27])[C@@H:18]2[CH2:28][O:29][Si:30]([C:33]([CH3:36])([CH3:35])[CH3:34])([CH3:32])[CH3:31])([CH3:16])[C@@H:10]([CH2:9][O:8][Si:1]([C:4]([CH3:7])([CH3:6])[CH3:5])([CH3:3])[CH3:2])[CH2:11]1)([C:54]1[CH:59]=[CH:58][CH:57]=[CH:56][CH:55]=1)[C:48]1[CH:49]=[CH:50][CH:51]=[CH:52][CH:53]=1)([CH3:46])([CH3:43])[CH3:45]. (3) Given the reactants [Br:1][C:2]1[C:11]2[C:6](=[CH:7][C:8]([C:12]3[O:16][C:15]([C:17]4[C:21]5[CH:22]=[CH:23][CH:24]=[CH:25][C:20]=5[O:19][C:18]=4[CH2:26][CH2:27][CH2:28][CH3:29])=[N:14][CH:13]=3)=[CH:9][CH:10]=2)[CH:5]=[CH:4][C:3]=1[O:30][CH2:31][C:32]1[CH:41]=[CH:40][C:35]([C:36]([O:38]C)=[O:37])=[CH:34][CH:33]=1.[OH-].[Na+].CO.O, predict the reaction product. The product is: [Br:1][C:2]1[C:11]2[C:6](=[CH:7][C:8]([C:12]3[O:16][C:15]([C:17]4[C:21]5[CH:22]=[CH:23][CH:24]=[CH:25][C:20]=5[O:19][C:18]=4[CH2:26][CH2:27][CH2:28][CH3:29])=[N:14][CH:13]=3)=[CH:9][CH:10]=2)[CH:5]=[CH:4][C:3]=1[O:30][CH2:31][C:32]1[CH:33]=[CH:34][C:35]([C:36]([OH:38])=[O:37])=[CH:40][CH:41]=1. (4) Given the reactants [CH3:1][O:2][C:3]1[CH:16]=[CH:15][C:6]2[CH:7]=[C:8]([C:10]([O:12]CC)=[O:11])[O:9][C:5]=2[CH:4]=1.CO.[Li+].[OH-], predict the reaction product. The product is: [CH3:1][O:2][C:3]1[CH:16]=[CH:15][C:6]2[CH:7]=[C:8]([C:10]([OH:12])=[O:11])[O:9][C:5]=2[CH:4]=1. (5) Given the reactants [CH:1]1([CH2:4][O:5][C:6]2[CH:25]=[CH:24][C:9]([C:10]([NH:12][CH:13]3[CH:22](O)[CH2:21][CH2:20][C:15]4([O:19][CH2:18][CH2:17][O:16]4)[CH2:14]3)=[O:11])=[CH:8][C:7]=2[F:26])[CH2:3][CH2:2]1.C(N(CC)CC)C.O, predict the reaction product. The product is: [CH:1]1([CH2:4][O:5][C:6]2[CH:25]=[CH:24][C:9]([C:10]3[O:11][C:22]4[CH2:21][CH2:20][C:15]5([O:16][CH2:17][CH2:18][O:19]5)[CH2:14][C:13]=4[N:12]=3)=[CH:8][C:7]=2[F:26])[CH2:3][CH2:2]1. (6) Given the reactants [NH2:1][C:2]1[NH:6][N:5]=[C:4]([NH:7][C:8]2[CH:13]=[CH:12][CH:11]=[C:10]([Cl:14])[CH:9]=2)[C:3]=1[C:15]([NH2:17])=[O:16].[N:18]1[CH:23]=[CH:22][CH:21]=[N:20][C:19]=1[O:24][C:25]1[CH:32]=[CH:31][C:28]([CH:29]=O)=[CH:27][CH:26]=1.[BH4-].[Na+], predict the reaction product. The product is: [Cl:14][C:10]1[CH:9]=[C:8]([NH:7][C:4]2[C:3]([C:15]([NH2:17])=[O:16])=[C:2]([NH:1][CH2:29][C:28]3[CH:27]=[CH:26][C:25]([O:24][C:19]4[N:18]=[CH:23][CH:22]=[CH:21][N:20]=4)=[CH:32][CH:31]=3)[NH:6][N:5]=2)[CH:13]=[CH:12][CH:11]=1. (7) Given the reactants [O:1]=[C:2]([CH2:4][N:5]([C:7](=[NH:9])[NH2:8])[CH3:6])[OH:3].[OH-].[Na+:11], predict the reaction product. The product is: [CH3:6][N:5]([CH2:4][C:2]([O-:3])=[O:1])[C:7]([NH2:9])=[NH:8].[Na+:11].